Dataset: Full USPTO retrosynthesis dataset with 1.9M reactions from patents (1976-2016). Task: Predict the reactants needed to synthesize the given product. (1) Given the product [NH2:21][C:12]1[C:11]2[NH:10][C:9](=[O:29])[N:8]([CH2:1][C:2]3[CH:7]=[CH:6][CH:5]=[CH:4][CH:3]=3)[C:16]=2[CH:15]=[C:14]([C:17]([F:20])([F:19])[F:18])[N:13]=1, predict the reactants needed to synthesize it. The reactants are: [CH2:1]([N:8]1[C:16]2[CH:15]=[C:14]([C:17]([F:20])([F:19])[F:18])[N:13]=[C:12]([NH:21]CC3C=CC=CC=3)[C:11]=2[NH:10][C:9]1=[O:29])[C:2]1[CH:7]=[CH:6][CH:5]=[CH:4][CH:3]=1.OS(O)(=O)=O.C([O-])([O-])=O.[K+].[K+]. (2) Given the product [Cl:32][C:22]1[CH:23]=[CH:24][CH:25]=[CH:26][C:21]=1[N:18]1[CH2:19][CH2:20][N:15]([CH2:14][CH2:13][N:12]2[C:11](=[O:31])[C:10]3[C:5](=[CH:6][CH:7]=[CH:8][CH:9]=3)[N:4]=[C:3]2[CH2:1][CH3:2])[CH2:16][CH2:17]1, predict the reactants needed to synthesize it. The reactants are: [CH2:1]([C:3]1[N:12]([CH2:13][CH2:14][N:15]2[CH2:20][CH2:19][N:18]([C:21]3[CH:26]=[CH:25][CH:24]=[C:23](C(F)(F)F)[CH:22]=3)[CH2:17][CH2:16]2)[C:11](=[O:31])[C:10]2[C:5](=[CH:6][CH:7]=[CH:8][CH:9]=2)[N:4]=1)[CH3:2].[Cl:32]C1C=CC=CC=1N1CCNCC1. (3) Given the product [C:18]1([C:6]2([O:5][CH2:4][C:3]([O:2][CH3:1])=[O:24])[CH2:10][CH2:9][NH:8][CH2:7]2)[CH:19]=[CH:20][CH:21]=[CH:22][CH:23]=1, predict the reactants needed to synthesize it. The reactants are: [CH3:1][O:2][C:3](=[O:24])[CH2:4][O:5][C:6]1([C:18]2[CH:23]=[CH:22][CH:21]=[CH:20][CH:19]=2)[CH2:10][CH2:9][N:8](C(OC(C)(C)C)=O)[CH2:7]1.Cl. (4) Given the product [Br:8][C:6]1[N:7]=[C:2]([NH:11][C:12]2[CH:13]=[N:14][CH:15]=[CH:16][CH:17]=2)[C:3](=[O:10])[N:4]([CH3:9])[CH:5]=1, predict the reactants needed to synthesize it. The reactants are: Br[C:2]1[C:3](=[O:10])[N:4]([CH3:9])[CH:5]=[C:6]([Br:8])[N:7]=1.[NH2:11][C:12]1[CH:13]=[N:14][CH:15]=[CH:16][CH:17]=1.CC(C)([O-])C.[Na+]. (5) Given the product [F:1][C:2]1[CH:7]=[CH:6][C:5]([C:8]2[C:13]([CH:14]=[CH:15][CH:31]=[O:32])=[C:12]([CH:19]([CH3:21])[CH3:20])[N:11]=[C:10]([N:22]([CH3:27])[S:23]([CH3:26])(=[O:25])=[O:24])[N:9]=2)=[CH:4][CH:3]=1, predict the reactants needed to synthesize it. The reactants are: [F:1][C:2]1[CH:7]=[CH:6][C:5]([C:8]2[C:13]([CH:14](O)[CH2:15]C=C)=[C:12]([CH:19]([CH3:21])[CH3:20])[N:11]=[C:10]([N:22]([CH3:27])[S:23]([CH3:26])(=[O:25])=[O:24])[N:9]=2)=[CH:4][CH:3]=1.CSC.[CH3:31][OH:32]. (6) The reactants are: [NH2:1][C:2]1[C:11]([N:12]2[CH2:17][CH2:16][O:15][CH2:14][CH2:13]2)=[CH:10][C:9]2[C:4](=[CH:5][CH:6]=[C:7]([C:18]3[C:23]([CH3:24])=[CH:22][CH:21]=[CH:20][C:19]=3[CH:25]([C:27]3[CH:32]=[CH:31][CH:30]=[CH:29][CH:28]=3)O)[CH:8]=2)[N:3]=1.[ClH:33].S(Cl)([Cl:36])=O. Given the product [ClH:36].[Cl:33][CH:25]([C:27]1[CH:28]=[CH:29][CH:30]=[CH:31][CH:32]=1)[C:19]1[CH:20]=[CH:21][CH:22]=[C:23]([CH3:24])[C:18]=1[C:7]1[CH:8]=[C:9]2[C:4](=[CH:5][CH:6]=1)[N:3]=[C:2]([NH2:1])[C:11]([N:12]1[CH2:13][CH2:14][O:15][CH2:16][CH2:17]1)=[CH:10]2, predict the reactants needed to synthesize it. (7) Given the product [CH3:1][C:2]1[CH:7]=[CH:6][C:5]([S:8]([O:11][CH2:12][CH:13]2[CH2:17][C:16]3[CH:18]=[CH:19][CH:20]=[C:21]([C:25]4[CH:26]=[CH:27][CH:28]=[CH:29][C:24]=4[CH3:23])[C:15]=3[O:14]2)(=[O:10])=[O:9])=[CH:4][CH:3]=1, predict the reactants needed to synthesize it. The reactants are: [CH3:1][C:2]1[CH:7]=[CH:6][C:5]([S:8]([O:11][CH2:12][CH:13]2[CH2:17][C:16]3[CH:18]=[CH:19][CH:20]=[C:21](Br)[C:15]=3[O:14]2)(=[O:10])=[O:9])=[CH:4][CH:3]=1.[CH3:23][C:24]1[CH:29]=[CH:28][CH:27]=[CH:26][C:25]=1B(O)O.CC1C=CC(S(OCC2CC3C(C4C=CC=CC=4)=CC=CC=3O2)(=O)=O)=CC=1.